Dataset: NCI-60 drug combinations with 297,098 pairs across 59 cell lines. Task: Regression. Given two drug SMILES strings and cell line genomic features, predict the synergy score measuring deviation from expected non-interaction effect. (1) Drug 1: CS(=O)(=O)C1=CC(=C(C=C1)C(=O)NC2=CC(=C(C=C2)Cl)C3=CC=CC=N3)Cl. Drug 2: C1CCC(CC1)NC(=O)N(CCCl)N=O. Cell line: MALME-3M. Synergy scores: CSS=23.0, Synergy_ZIP=-1.17, Synergy_Bliss=6.68, Synergy_Loewe=4.43, Synergy_HSA=4.60. (2) Drug 1: C1=CC=C(C(=C1)C(C2=CC=C(C=C2)Cl)C(Cl)Cl)Cl. Drug 2: CC(C)(C#N)C1=CC(=CC(=C1)CN2C=NC=N2)C(C)(C)C#N. Cell line: SK-MEL-28. Synergy scores: CSS=1.25, Synergy_ZIP=1.69, Synergy_Bliss=3.73, Synergy_Loewe=1.72, Synergy_HSA=0.887. (3) Drug 1: CC1C(C(CC(O1)OC2CC(CC3=C2C(=C4C(=C3O)C(=O)C5=C(C4=O)C(=CC=C5)OC)O)(C(=O)CO)O)N)O.Cl. Drug 2: C(CC(=O)O)C(=O)CN.Cl. Cell line: ACHN. Synergy scores: CSS=12.8, Synergy_ZIP=-5.48, Synergy_Bliss=-3.70, Synergy_Loewe=-1.59, Synergy_HSA=-1.53. (4) Drug 1: CN(C(=O)NC(C=O)C(C(C(CO)O)O)O)N=O. Drug 2: CC1CCCC2(C(O2)CC(NC(=O)CC(C(C(=O)C(C1O)C)(C)C)O)C(=CC3=CSC(=N3)C)C)C. Cell line: SNB-75. Synergy scores: CSS=45.8, Synergy_ZIP=0.978, Synergy_Bliss=0.566, Synergy_Loewe=-49.4, Synergy_HSA=0.393. (5) Drug 1: C1=NC(=NC(=O)N1C2C(C(C(O2)CO)O)O)N. Drug 2: CC1=C(C(=O)C2=C(C1=O)N3CC4C(C3(C2COC(=O)N)OC)N4)N. Cell line: SK-MEL-28. Synergy scores: CSS=25.2, Synergy_ZIP=-2.02, Synergy_Bliss=1.86, Synergy_Loewe=-2.12, Synergy_HSA=6.42. (6) Drug 1: CC1CCC2CC(C(=CC=CC=CC(CC(C(=O)C(C(C(=CC(C(=O)CC(OC(=O)C3CCCCN3C(=O)C(=O)C1(O2)O)C(C)CC4CCC(C(C4)OC)OCCO)C)C)O)OC)C)C)C)OC. Drug 2: C(CCl)NC(=O)N(CCCl)N=O. Cell line: OVCAR-4. Synergy scores: CSS=-1.04, Synergy_ZIP=-1.21, Synergy_Bliss=-1.94, Synergy_Loewe=-12.7, Synergy_HSA=-4.03. (7) Drug 1: CC(C1=C(C=CC(=C1Cl)F)Cl)OC2=C(N=CC(=C2)C3=CN(N=C3)C4CCNCC4)N. Drug 2: C1C(C(OC1N2C=C(C(=O)NC2=O)F)CO)O. Cell line: UACC62. Synergy scores: CSS=28.5, Synergy_ZIP=0.164, Synergy_Bliss=2.53, Synergy_Loewe=0.740, Synergy_HSA=3.85. (8) Drug 1: CN(C)N=NC1=C(NC=N1)C(=O)N. Drug 2: C(CN)CNCCSP(=O)(O)O. Cell line: OVCAR-8. Synergy scores: CSS=19.9, Synergy_ZIP=7.73, Synergy_Bliss=6.69, Synergy_Loewe=4.35, Synergy_HSA=5.68.